Dataset: Peptide-MHC class I binding affinity with 185,985 pairs from IEDB/IMGT. Task: Regression. Given a peptide amino acid sequence and an MHC pseudo amino acid sequence, predict their binding affinity value. This is MHC class I binding data. The peptide sequence is HDFGIPTPS. The MHC is HLA-B40:01 with pseudo-sequence HLA-B40:01. The binding affinity (normalized) is 0.120.